Regression. Given two drug SMILES strings and cell line genomic features, predict the synergy score measuring deviation from expected non-interaction effect. From a dataset of NCI-60 drug combinations with 297,098 pairs across 59 cell lines. Drug 1: CCCS(=O)(=O)NC1=C(C(=C(C=C1)F)C(=O)C2=CNC3=C2C=C(C=N3)C4=CC=C(C=C4)Cl)F. Drug 2: CNC(=O)C1=NC=CC(=C1)OC2=CC=C(C=C2)NC(=O)NC3=CC(=C(C=C3)Cl)C(F)(F)F. Cell line: OVCAR-5. Synergy scores: CSS=16.6, Synergy_ZIP=-5.63, Synergy_Bliss=-3.21, Synergy_Loewe=-19.4, Synergy_HSA=-8.67.